Dataset: Forward reaction prediction with 1.9M reactions from USPTO patents (1976-2016). Task: Predict the product of the given reaction. (1) Given the reactants [NH2:1][C:2]1[NH:6][CH:5]=[N:4][C:3]=1[C:7]([NH2:9])=[O:8].[CH2:10](OS(C1C=CC(C)=CC=1)(=O)=O)[CH2:11][CH2:12][CH3:13].C([O-])([O-])=O.[Cs+].[Cs+], predict the reaction product. The product is: [NH2:1][C:2]1[N:6]([CH2:10][CH2:11][CH2:12][CH3:13])[CH:5]=[N:4][C:3]=1[C:7]([NH2:9])=[O:8]. (2) Given the reactants [CH3:1][O:2][CH2:3][CH2:4][C:5]1[CH:10]=[CH:9][CH:8]=[C:7]([N+:11]([O-])=O)[CH:6]=1, predict the reaction product. The product is: [CH3:1][O:2][CH2:3][CH2:4][C:5]1[CH:6]=[C:7]([CH:8]=[CH:9][CH:10]=1)[NH2:11]. (3) Given the reactants C(C1C2CCNCC=2SC=1N[C:13](=[O:22])[CH:14]=CC1C=CC=CC=1)#N.[C:23]([C:25]1[C:33]2[CH2:32][CH2:31][NH:30][CH2:29][C:28]=2[S:27][C:26]=1[NH:34][C:35](=[O:46])[CH:36]=[CH:37][C:38]1[CH:43]=[CH:42][CH:41]=[CH:40][C:39]=1[O:44][CH3:45])#[N:24].C(C1C2CCNCC=2SC=1N[C:59](=[O:69])C=CC1C=CC=CC=1Cl)#N.C(C1C2CCNCC=2SC=1NC(=[O:91])C=CC1C=NC=CC=1)#N, predict the reaction product. The product is: [CH2:13]([O:22][C:59]([N:30]1[CH2:31][CH2:32][C:33]2[C:25]([C:23]#[N:24])=[C:26]([NH:34][C:35](=[O:46])/[CH:36]=[CH:37]/[C:38]3[C:39]4[O:44][CH2:45][O:91][C:40]=4[CH:41]=[CH:42][CH:43]=3)[S:27][C:28]=2[CH2:29]1)=[O:69])[CH3:14]. (4) Given the reactants C(OC([N:8]1[CH2:13][CH2:12][N:11]([C:14]2[CH:19]=[CH:18][CH:17]=[CH:16][CH:15]=2)[CH:10]([C:20]([OH:22])=O)[CH2:9]1)=O)(C)(C)C.[NH2:23][CH2:24][CH:25]([OH:28])[CH2:26][OH:27].CN(C(ON1N=NC2C=CC=CC1=2)=[N+](C)C)C.F[P-](F)(F)(F)(F)F.CCN(C(C)C)C(C)C, predict the reaction product. The product is: [OH:28][CH:25]([CH2:26][OH:27])[CH2:24][NH:23][C:20]([CH:10]1[CH2:9][NH:8][CH2:13][CH2:12][N:11]1[C:14]1[CH:15]=[CH:16][CH:17]=[CH:18][CH:19]=1)=[O:22]. (5) Given the reactants [C:1]1([S:7]([N:10]2[C:14]3=[CH:15][N:16]=[CH:17][CH:18]=[C:13]3[C:12](I)=[CH:11]2)(=[O:9])=[O:8])[CH:6]=[CH:5][CH:4]=[CH:3][CH:2]=1.[N:20]1[CH:25]=[CH:24][CH:23]=[CH:22][C:21]=1[C:26]1[C:27](B(O)O)=[C:28]2[CH2:33][CH2:32][CH2:31][N:29]2[N:30]=1, predict the reaction product. The product is: [C:1]1([S:7]([N:10]2[C:14]3=[CH:15][N:16]=[CH:17][CH:18]=[C:13]3[C:12]([C:27]3[C:26]([C:21]4[CH:22]=[CH:23][CH:24]=[CH:25][N:20]=4)=[N:30][N:29]4[CH2:31][CH2:32][CH2:33][C:28]=34)=[CH:11]2)(=[O:9])=[O:8])[CH:6]=[CH:5][CH:4]=[CH:3][CH:2]=1. (6) Given the reactants [CH2:1]([O:8][CH2:9][CH2:10][NH:11][S:12]([C:15]1[C:20]([Cl:21])=[CH:19][CH:18]=[C:17]([N+:22]([O-:24])=[O:23])[C:16]=1Cl)(=[O:14])=[O:13])[C:2]1[CH:7]=[CH:6][CH:5]=[CH:4][CH:3]=1.[H-].[Na+].[OH2:28], predict the reaction product. The product is: [CH2:1]([O:8][CH2:9][CH2:10][NH:11][S:12]([C:15]1[C:20]([Cl:21])=[CH:19][CH:18]=[C:17]([N+:22]([O-:24])=[O:23])[C:16]=1[OH:28])(=[O:14])=[O:13])[C:2]1[CH:7]=[CH:6][CH:5]=[CH:4][CH:3]=1. (7) Given the reactants Br[C:2]1[CH:7]=[CH:6][CH:5]=[C:4]([Br:8])[N:3]=1.C([Li])CCC.C1(C)C=CC=CC=1.C([Li])CCC.C([Mg]Cl)CCC.C1(C)C=CC=CC=1.C([Li])CCC.C([Mg]Cl)CCC.BrC1C=CC=C(Br)N=1.C1(C)C=CC=CC=1.CN(C)[CH:67]=[O:68].C([O-])(=O)CC(CC(O)=O)(C(O)=O)O.[Na+], predict the reaction product. The product is: [CH:67]([C:2]1[CH:7]=[CH:6][CH:5]=[C:4]([Br:8])[N:3]=1)=[O:68].